From a dataset of Forward reaction prediction with 1.9M reactions from USPTO patents (1976-2016). Predict the product of the given reaction. The product is: [CH3:1][CH:2]1[CH2:11][CH2:10][C:9]2[C:4](=[CH:5][CH:6]=[CH:7][C:8]=2[N:12]2[CH2:13][CH2:14][N:15]([C:18]([O:20][C:21]([CH3:22])([CH3:24])[CH3:23])=[O:19])[CH2:16][CH2:17]2)[NH:3]1. Given the reactants [CH3:1][C:2]1[CH:11]=[CH:10][C:9]2[C:4](=[CH:5][CH:6]=[CH:7][C:8]=2[N:12]2[CH2:17][CH2:16][N:15]([C:18]([O:20][C:21]([CH3:24])([CH3:23])[CH3:22])=[O:19])[CH2:14][CH2:13]2)[N:3]=1.[BH4-].[Na+], predict the reaction product.